Dataset: Catalyst prediction with 721,799 reactions and 888 catalyst types from USPTO. Task: Predict which catalyst facilitates the given reaction. (1) Reactant: [H-].[Na+].[CH:3]1([CH2:9][CH2:10][CH2:11][C@@H:12]([C:21]2[O:25][N:24]=[C:23]([CH2:26][OH:27])[N:22]=2)[CH2:13][C:14]([O:16][C:17]([CH3:20])([CH3:19])[CH3:18])=[O:15])[CH2:8][CH2:7][CH2:6][CH2:5][CH2:4]1.Br[CH2:29][C:30]([O:32][CH2:33][CH3:34])=[O:31]. Product: [CH:3]1([CH2:9][CH2:10][CH2:11][C@@H:12]([C:21]2[O:25][N:24]=[C:23]([CH2:26][O:27][CH2:29][C:30]([O:32][CH2:33][CH3:34])=[O:31])[N:22]=2)[CH2:13][C:14]([O:16][C:17]([CH3:20])([CH3:19])[CH3:18])=[O:15])[CH2:4][CH2:5][CH2:6][CH2:7][CH2:8]1. The catalyst class is: 54. (2) Reactant: [C:1]1([NH:7][C:8]2[C:9]3[C:14]([C:15]4[CH:16]=[CH:17][CH:18]=[CH:19][C:20]=4[CH:21]=2)=[CH:13][CH:12]=[CH:11][CH:10]=3)[CH:6]=[CH:5][CH:4]=[CH:3][CH:2]=1.Br[C:23]1[CH:28]=[CH:27][CH:26]=[C:25]([Br:29])[CH:24]=1.CC(C)([O-])C.[Na+]. Product: [Br:29][C:25]1[CH:24]=[C:23]([N:7]([C:1]2[CH:6]=[CH:5][CH:4]=[CH:3][CH:2]=2)[C:8]2[C:9]3[C:14]([C:15]4[CH:16]=[CH:17][CH:18]=[CH:19][C:20]=4[CH:21]=2)=[CH:13][CH:12]=[CH:11][CH:10]=3)[CH:28]=[CH:27][CH:26]=1. The catalyst class is: 101. (3) Reactant: [CH3:1][C:2]1[CH:11]=[CH:10][C:9]2[C:8]([NH:12][C:13]3[CH:18]=[CH:17][CH:16]=[C:15](SC)[CH:14]=3)=[N:7][CH:6]=[CH:5][C:4]=2[C:3]=1[NH:21][C:22]1[C:27]([C:28]2[CH:33]=[CH:32][N:31]=[CH:30][N:29]=2)=[CH:26][CH:25]=[CH:24][N:23]=1.O[O:35][S:36]([O-:38])=O.[K+].[CH2:40]1COCC1. Product: [CH3:1][C:2]1[CH:11]=[CH:10][C:9]2[C:8]([NH:12][C:13]3[CH:14]=[CH:15][CH:16]=[C:17]([S:36]([CH3:40])(=[O:38])=[O:35])[CH:18]=3)=[N:7][CH:6]=[CH:5][C:4]=2[C:3]=1[NH:21][C:22]1[C:27]([C:28]2[CH:33]=[CH:32][N:31]=[CH:30][N:29]=2)=[CH:26][CH:25]=[CH:24][N:23]=1. The catalyst class is: 24. (4) Reactant: C[O:2][C:3]1[CH:4]=[CH:5][C:6]2[N:7]=[C:8]([CH3:20])[C:9]3[N:10]([C:13]([CH2:17][CH2:18][CH3:19])=[N:14][C:15]=3[CH3:16])[C:11]=2[N:12]=1.B(Br)(Br)Br.C([O-])([O-])=O.[K+].[K+]. Product: [CH3:20][C:8]1[C:9]2[N:10]([C:13]([CH2:17][CH2:18][CH3:19])=[N:14][C:15]=2[CH3:16])[C:11]2[NH:12][C:3](=[O:2])[CH:4]=[CH:5][C:6]=2[N:7]=1. The catalyst class is: 4. (5) Reactant: [C:1]([O:5][C:6](=[O:16])[N:7]([CH2:12][CH2:13][CH2:14][NH2:15])[CH2:8][CH:9]1[CH2:11][CH2:10]1)([CH3:4])([CH3:3])[CH3:2].[CH2:17]([O:19][C:20](=[O:30])[CH2:21][N:22]1[CH:27]=[CH:26][N:25]=[C:24](Br)[C:23]1=[O:29])[CH3:18].C(N(CC)CC)C. Product: [CH2:17]([O:19][C:20](=[O:30])[CH2:21][N:22]1[CH:27]=[CH:26][N:25]=[C:24]([NH:15][CH2:14][CH2:13][CH2:12][N:7]([C:6]([O:5][C:1]([CH3:4])([CH3:2])[CH3:3])=[O:16])[CH2:8][CH:9]2[CH2:10][CH2:11]2)[C:23]1=[O:29])[CH3:18]. The catalyst class is: 8. (6) Reactant: [Br:1][C:2]1[CH:3]=[C:4]([CH:8]=[C:9]([O:11][CH2:12][CH2:13][CH2:14][CH2:15][CH2:16][CH2:17][C:18]2[CH:23]=[CH:22][CH:21]=[C:20]([O:24][CH2:25][CH2:26][CH2:27][C:28]([O:30][CH2:31][CH3:32])=[O:29])[C:19]=2[CH2:33][CH2:34][C:35]([O:37][CH2:38][CH3:39])=[O:36])[CH:10]=1)[C:5](O)=[O:6].F[P-](F)(F)(F)(F)F.Br[P+](N1CCCC1)(N1CCCC1)[N:49]1[CH2:53]CC[CH2:50]1.CNC.C1COCC1.CCN(C(C)C)C(C)C. Product: [CH2:31]([O:30][C:28](=[O:29])[CH2:27][CH2:26][CH2:25][O:24][C:20]1[CH:21]=[CH:22][CH:23]=[C:18]([CH2:17][CH2:16][CH2:15][CH2:14][CH2:13][CH2:12][O:11][C:9]2[CH:8]=[C:4]([C:5](=[O:6])[N:49]([CH3:53])[CH3:50])[CH:3]=[C:2]([Br:1])[CH:10]=2)[C:19]=1[CH2:33][CH2:34][C:35]([O:37][CH2:38][CH3:39])=[O:36])[CH3:32]. The catalyst class is: 46. (7) Reactant: Br[C:2]1[CH:3]=[CH:4][C:5]([C:8]([NH:10][CH2:11][CH2:12][C:13]([O:15][CH2:16][CH3:17])=[O:14])=[O:9])=[N:6][CH:7]=1.[Cl:18][C:19]1[CH:20]=[CH:21][C:22]([CH:28]=[O:29])=[C:23](B(O)O)[CH:24]=1.C([O-])([O-])=O.[K+].[K+].O. Product: [Cl:18][C:19]1[CH:24]=[CH:23][C:22]([CH:28]=[O:29])=[C:21]([C:2]2[CH:3]=[CH:4][C:5]([C:8]([NH:10][CH2:11][CH2:12][C:13]([O:15][CH2:16][CH3:17])=[O:14])=[O:9])=[N:6][CH:7]=2)[CH:20]=1. The catalyst class is: 800.